Task: Regression. Given a peptide amino acid sequence and an MHC pseudo amino acid sequence, predict their binding affinity value. This is MHC class II binding data.. Dataset: Peptide-MHC class II binding affinity with 134,281 pairs from IEDB (1) The peptide sequence is KPTAAGPKDNGGACG. The MHC is DRB1_1302 with pseudo-sequence DRB1_1302. The binding affinity (normalized) is 0. (2) The peptide sequence is YKKLRTSSFALNLPT. The MHC is DRB4_0101 with pseudo-sequence DRB4_0103. The binding affinity (normalized) is 0.578. (3) The peptide sequence is LIDDVIAILPVDELY. The MHC is HLA-DPA10103-DPB10401 with pseudo-sequence HLA-DPA10103-DPB10401. The binding affinity (normalized) is 0.395. (4) The peptide sequence is KISVQYNLSHSYAVD. The MHC is DRB1_0901 with pseudo-sequence DRB1_0901. The binding affinity (normalized) is 0.699. (5) The peptide sequence is GVLYVGSKTKEGVVH. The MHC is HLA-DPA10103-DPB10401 with pseudo-sequence HLA-DPA10103-DPB10401. The binding affinity (normalized) is 0. (6) The peptide sequence is GELQIVDKIDAIFKI. The MHC is DRB3_0101 with pseudo-sequence DRB3_0101. The binding affinity (normalized) is 0.736.